From a dataset of Forward reaction prediction with 1.9M reactions from USPTO patents (1976-2016). Predict the product of the given reaction. (1) Given the reactants [OH-:1].[Na+].[Br:3][C:4]1[C:5](Cl)=[N:6][C:7]([Cl:10])=[N:8][CH:9]=1.Cl, predict the reaction product. The product is: [Br:3][C:4]1[C:5](=[O:1])[NH:6][C:7]([Cl:10])=[N:8][CH:9]=1. (2) Given the reactants [Cl:1][C:2]1[CH:7]=[C:6]([OH:8])[CH:5]=[CH:4][C:3]=1[CH:9]([CH3:28])[C:10]([C:16]1[CH:17]=[CH:18][C:19]2[O:24][CH2:23][C:22](=[O:25])[N:21]([CH3:26])[C:20]=2[CH:27]=1)([OH:15])[C:11]([F:14])([F:13])[F:12].[F:29][C:30]1[CH:31]=[C:32](B(O)O)[CH:33]=[CH:34][C:35]=1[C:36]([O:38][CH3:39])=[O:37], predict the reaction product. The product is: [CH3:39][O:38][C:36](=[O:37])[C:35]1[CH:34]=[CH:33][C:32]([O:8][C:6]2[CH:5]=[CH:4][C:3]([CH:9]([CH3:28])[C:10]([OH:15])([C:16]3[CH:17]=[CH:18][C:19]4[O:24][CH2:23][C:22](=[O:25])[N:21]([CH3:26])[C:20]=4[CH:27]=3)[C:11]([F:12])([F:13])[F:14])=[C:2]([Cl:1])[CH:7]=2)=[CH:31][C:30]=1[F:29]. (3) Given the reactants [Si:1]([O:18][CH2:19][C@H:20]1[NH:24][C:23](=[O:25])[CH2:22][CH2:21]1)([C:14]([CH3:17])([CH3:16])[CH3:15])([C:8]1[CH:13]=[CH:12][CH:11]=[CH:10][CH:9]=1)[C:2]1[CH:7]=[CH:6][CH:5]=[CH:4][CH:3]=1.[CH3:26][C:27]([O:30][C:31](O[C:31]([O:30][C:27]([CH3:29])([CH3:28])[CH3:26])=[O:32])=[O:32])([CH3:29])[CH3:28], predict the reaction product. The product is: [C:27]([O:30][C:31]([N:24]1[CH:20]([CH2:19][O:18][Si:1]([C:14]([CH3:17])([CH3:15])[CH3:16])([C:8]2[CH:13]=[CH:12][CH:11]=[CH:10][CH:9]=2)[C:2]2[CH:7]=[CH:6][CH:5]=[CH:4][CH:3]=2)[CH2:21][CH2:22][C:23]1=[O:25])=[O:32])([CH3:29])([CH3:28])[CH3:26]. (4) Given the reactants [CH3:1][O:2][C:3]1[CH:8]=[C:7]([C:9]([F:12])([F:11])[F:10])[CH:6]=[CH:5][C:4]=1[C:13]1[C:22]2[C:17](=[CH:18][C:19]([S:23]([N:26](CC3C=CC(OC)=CC=3)[C:27]3[S:28][CH:29]=[CH:30][N:31]=3)(=[O:25])=[O:24])=[CH:20][CH:21]=2)[C:16](=[O:41])[NH:15][N:14]=1.C(O)(C(F)(F)F)=O, predict the reaction product. The product is: [CH3:1][O:2][C:3]1[CH:8]=[C:7]([C:9]([F:12])([F:11])[F:10])[CH:6]=[CH:5][C:4]=1[C:13]1[C:22]2[C:17](=[CH:18][C:19]([S:23]([NH:26][C:27]3[S:28][CH:29]=[CH:30][N:31]=3)(=[O:25])=[O:24])=[CH:20][CH:21]=2)[C:16](=[O:41])[NH:15][N:14]=1. (5) Given the reactants [Cl:1][C:2]1[N:3]=[CH:4][C:5]2[NH:11][C:10](=[O:12])[CH2:9][CH2:8][N:7]([CH:13]3[CH2:17][CH2:16][CH2:15][CH:14]3[CH3:18])[C:6]=2[N:19]=1.IC.[CH3:22]N(C)C(=O)C.[H-].[Na+], predict the reaction product. The product is: [Cl:1][C:2]1[N:3]=[CH:4][C:5]2[N:11]([CH3:22])[C:10](=[O:12])[CH2:9][CH2:8][N:7]([CH:13]3[CH2:17][CH2:16][CH2:15][CH:14]3[CH3:18])[C:6]=2[N:19]=1. (6) Given the reactants [CH3:1][O:2][C:3]([C:5]1[O:6][C:7]([CH3:27])=[C:8]([CH2:10][O:11][C:12]2[CH:17]=[CH:16][C:15](B3OC(C)(C)C(C)(C)O3)=[CH:14][CH:13]=2)[CH:9]=1)=[O:4].Br[C:29]1[CH:34]=[CH:33][C:32]([O:35][CH3:36])=[CH:31][C:30]=1[O:37][CH3:38], predict the reaction product. The product is: [CH3:1][O:2][C:3]([C:5]1[O:6][C:7]([CH3:27])=[C:8]([CH2:10][O:11][C:12]2[CH:13]=[CH:14][C:15]([C:29]3[CH:34]=[CH:33][C:32]([O:35][CH3:36])=[CH:31][C:30]=3[O:37][CH3:38])=[CH:16][CH:17]=2)[CH:9]=1)=[O:4].